This data is from Reaction yield outcomes from USPTO patents with 853,638 reactions. The task is: Predict the reaction yield, written as a fraction of the theoretical maximum amount of product (1.0 means a 100% yield; for example, 0.34 means a 34% yield). (1) The reactants are [N:1]1([C:15]([O:17][CH2:18][C:19]2[CH:20]=[N:21][CH:22]=[CH:23][CH:24]=2)=[O:16])[C:10]2[C:5](=[CH:6][C:7]([C:11]([O:13]C)=[O:12])=[CH:8][CH:9]=2)[CH2:4][CH2:3][CH2:2]1. The catalyst is Cl. The product is [N:21]1[CH:22]=[CH:23][CH:24]=[C:19]([CH2:18][O:17][C:15]([N:1]2[C:10]3[C:5](=[CH:6][C:7]([C:11]([OH:13])=[O:12])=[CH:8][CH:9]=3)[CH2:4][CH2:3][CH2:2]2)=[O:16])[CH:20]=1. The yield is 0.880. (2) The reactants are S(=O)(=O)(O)O.[NH2:6][CH2:7][C:8]#[N:9].[C:10]([C:18]1C=CC=CC=1)(=O)[C:11]1C=CC=C[CH:12]=1.[CH3:24]CN(C(C)C)C(C)C. The catalyst is ClCCl. The product is [N:9]1[C:8]2[CH:18]=[CH:10][CH:11]=[CH:12][C:7]=2[NH:6][CH:24]=1. The yield is 0.820. (3) The reactants are [CH2:1]=[C:2]1[C:7](=[O:8])[CH:6]2[CH2:9][CH2:10][N:3]1[CH2:4][CH2:5]2.C1COCC1. The catalyst is CO.CCOCC.[Pd]. The product is [CH3:1][CH:2]1[C:7](=[O:8])[CH:6]2[CH2:9][CH2:10][N:3]1[CH2:4][CH2:5]2. The yield is 0.900. (4) The reactants are [C:1]1([S:7]([N:10]2[CH2:15][CH2:14][CH2:13][CH:12]([C:16]([O:18][CH2:19][CH3:20])=[O:17])[CH2:11]2)(=[O:9])=[O:8])[CH:6]=[CH:5][CH:4]=[CH:3][CH:2]=1.[CH3:21][Si](C)(C)[N-][Si](C)(C)C.[Li+].CCCCCC.CI. The catalyst is O1CCCC1. The product is [CH3:21][C:12]1([C:16]([O:18][CH2:19][CH3:20])=[O:17])[CH2:13][CH2:14][CH2:15][N:10]([S:7]([C:1]2[CH:2]=[CH:3][CH:4]=[CH:5][CH:6]=2)(=[O:9])=[O:8])[CH2:11]1. The yield is 0.400.